From a dataset of Full USPTO retrosynthesis dataset with 1.9M reactions from patents (1976-2016). Predict the reactants needed to synthesize the given product. (1) Given the product [C:13]([C:15]1[C:16]([N:30]2[CH2:31][CH:32]([C:34]([NH:48][S:45]([CH2:44][C:41]3[CH:42]=[CH:43][C:38]([F:37])=[CH:39][CH:40]=3)(=[O:47])=[O:46])=[O:35])[CH2:33]2)=[N:17][C:18]([C:26]([F:29])([F:27])[F:28])=[C:19]([CH:20]=1)[C:21]([O:23][CH2:24][CH3:25])=[O:22])#[N:14], predict the reactants needed to synthesize it. The reactants are: C1N=CN(C(N2C=NC=C2)=O)C=1.[C:13]([C:15]1[C:16]([N:30]2[CH2:33][CH:32]([C:34](O)=[O:35])[CH2:31]2)=[N:17][C:18]([C:26]([F:29])([F:28])[F:27])=[C:19]([C:21]([O:23][CH2:24][CH3:25])=[O:22])[CH:20]=1)#[N:14].[F:37][C:38]1[CH:43]=[CH:42][C:41]([CH2:44][S:45]([NH2:48])(=[O:47])=[O:46])=[CH:40][CH:39]=1.C1CCN2C(=NCCC2)CC1. (2) Given the product [Br:3][C:4]1[C:5](=[O:10])[N:6]([CH3:11])[CH:7]=[CH:8][CH:9]=1, predict the reactants needed to synthesize it. The reactants are: IC.[Br:3][C:4]1[C:5]([OH:10])=[N:6][CH:7]=[CH:8][CH:9]=1.[C:11](=O)([O-])[O-].[K+].[K+].CN(C)C=O. (3) Given the product [F:1][C:2]1[CH:3]=[C:4]([CH:19]=[CH:20][CH:21]=1)[N:5]([CH2:29][C:30]1[CH:35]=[CH:34][C:33]([F:36])=[CH:32][CH:31]=1)[CH:6]1[CH2:11][CH2:10][N:9]([C:12]([O:14][C:15]([CH3:18])([CH3:16])[CH3:17])=[O:13])[CH2:8][CH2:7]1, predict the reactants needed to synthesize it. The reactants are: [F:1][C:2]1[CH:3]=[C:4]([CH:19]=[CH:20][CH:21]=1)[NH:5][CH:6]1[CH2:11][CH2:10][N:9]([C:12]([O:14][C:15]([CH3:18])([CH3:17])[CH3:16])=[O:13])[CH2:8][CH2:7]1.C(=O)([O-])[O-].[K+].[K+].Br[CH2:29][C:30]1[CH:35]=[CH:34][C:33]([F:36])=[CH:32][CH:31]=1. (4) Given the product [CH2:10]([NH:16][C:2]1[CH:7]=[CH:6][CH:5]=[CH:4][C:3]=1[O:8][CH3:9])[CH2:11][CH2:12][CH2:13][CH2:14][CH3:15], predict the reactants needed to synthesize it. The reactants are: Cl[C:2]1[CH:7]=[CH:6][CH:5]=[CH:4][C:3]=1[O:8][CH3:9].[CH2:10]([NH2:16])[CH2:11][CH2:12][CH2:13][CH2:14][CH3:15].CC(C)([O-])C.[Na+]. (5) Given the product [Cl:16][C:14]1[CH:15]=[C:10]2[C:11](=[CH:12][C:13]=1[F:17])[N:18]([OH:20])[C:3](=[O:2])[C:4](=[O:5])[N:6]2[CH:7]1[CH2:9][CH2:8]1, predict the reactants needed to synthesize it. The reactants are: C[O:2][C:3](=O)[C:4]([N:6]([C:10]1[CH:15]=[C:14]([Cl:16])[C:13]([F:17])=[CH:12][C:11]=1[N+:18]([O-:20])=O)[CH:7]1[CH2:9][CH2:8]1)=[O:5].C(OCC)(=O)C. (6) Given the product [Br:1][C:2]1[CH:3]=[C:4]([CH:28]=[CH:29][CH:30]=1)[CH2:5][N:6]1[C:14]2[C:13](=[O:15])[N:12]([CH3:16])[C:11](=[O:17])[N:10]([CH3:18])[C:9]=2[N:8]=[C:7]1[S:19][C:20]([CH3:26])([CH3:27])[CH2:21][OH:22], predict the reactants needed to synthesize it. The reactants are: [Br:1][C:2]1[CH:3]=[C:4]([CH:28]=[CH:29][CH:30]=1)[CH2:5][N:6]1[C:14]2[C:13](=[O:15])[N:12]([CH3:16])[C:11](=[O:17])[N:10]([CH3:18])[C:9]=2[N:8]=[C:7]1[S:19][C:20]([CH3:27])([CH3:26])[C:21](OCC)=[O:22].[BH4-].[Li+].